Dataset: Catalyst prediction with 721,799 reactions and 888 catalyst types from USPTO. Task: Predict which catalyst facilitates the given reaction. (1) Reactant: [Cl:1][C:2]1[CH:7]=[C:6]([Cl:8])[CH:5]=[CH:4][C:3]=1[C:9]1[C:14]([N:15]2[CH2:20][CH2:19][N:18](C(OC(C)(C)C)=O)[CH2:17][CH2:16]2)=[CH:13][N:12]=[C:11]([NH:28][CH2:29][CH2:30][NH:31][C:32]2[CH:37]=[CH:36][C:35]([N+:38]([O-:40])=[O:39])=[CH:34][N:33]=2)[N:10]=1.Cl. Product: [Cl:1][C:2]1[CH:7]=[C:6]([Cl:8])[CH:5]=[CH:4][C:3]=1[C:9]1[C:14]([N:15]2[CH2:16][CH2:17][NH:18][CH2:19][CH2:20]2)=[CH:13][N:12]=[C:11]([NH:28][CH2:29][CH2:30][NH:31][C:32]2[CH:37]=[CH:36][C:35]([N+:38]([O-:40])=[O:39])=[CH:34][N:33]=2)[N:10]=1. The catalyst class is: 5. (2) Reactant: Br[C:2]1[CH:9]=[CH:8][CH:7]=[CH:6][C:3]=1[C:4]#[N:5].[ClH:10].[NH2:11][CH2:12][C:13]1[CH:14]=[C:15](B(O)O)[CH:16]=[CH:17][CH:18]=1.P([O-])([O-])([O-])=O.[K+].[K+].[K+]. The catalyst class is: 762. Product: [ClH:10].[NH2:5][CH2:4][C:3]1[CH:6]=[C:7]([C:18]2[CH:17]=[CH:16][CH:15]=[CH:14][C:13]=2[C:12]#[N:11])[CH:8]=[CH:9][CH:2]=1. (3) Reactant: COC(=O)[CH2:4][NH:5][C:6](=[O:37])[C:7]1[CH:12]=[C:11]([Cl:13])[C:10]([O:14][C:15]2[CH:20]=[CH:19][N:18]=[CH:17][C:16]=2[C:21]([N:23]2[C:32]3[C:27](=[CH:28][CH:29]=[CH:30][CH:31]=3)[N:26]([CH:33]3[CH2:35][CH2:34]3)[CH2:25][CH2:24]2)=[O:22])=[CH:9][C:8]=1[Cl:36].CN(C(ON1N=NC2C=CC=NC1=2)=[N+](C)C)C.F[P-](F)(F)(F)(F)F.C(N(CC)C(C)C)(C)C.NC1[NH:77][N:76]=[N:75][N:74]=1. Product: [Cl:36][C:8]1[CH:9]=[C:10]([O:14][C:15]2[CH:20]=[CH:19][N:18]=[CH:17][C:16]=2[C:21]([N:23]2[C:32]3[C:27](=[CH:28][CH:29]=[CH:30][CH:31]=3)[N:26]([CH:33]3[CH2:35][CH2:34]3)[CH2:25][CH2:24]2)=[O:22])[C:11]([Cl:13])=[CH:12][C:7]=1[C:6]([NH:5][C:4]1[NH:77][N:76]=[N:75][N:74]=1)=[O:37]. The catalyst class is: 9.